This data is from NCI-60 drug combinations with 297,098 pairs across 59 cell lines. The task is: Regression. Given two drug SMILES strings and cell line genomic features, predict the synergy score measuring deviation from expected non-interaction effect. Drug 1: CN(CCCl)CCCl.Cl. Drug 2: C1CC(=O)NC(=O)C1N2C(=O)C3=CC=CC=C3C2=O. Cell line: KM12. Synergy scores: CSS=16.9, Synergy_ZIP=-7.15, Synergy_Bliss=0.786, Synergy_Loewe=-18.8, Synergy_HSA=-0.477.